Dataset: Forward reaction prediction with 1.9M reactions from USPTO patents (1976-2016). Task: Predict the product of the given reaction. (1) Given the reactants Br[C:2]1[CH:3]=[C:4]([C:8]2[CH:13]=[CH:12][CH:11]=[CH:10][C:9]=2[O:14][CH3:15])[CH:5]=[CH:6][CH:7]=1.C([Li])CCC.[CH2:21]([O:28][C:29]1[C:34]([C:35]([CH3:38])([CH3:37])[CH3:36])=[CH:33][CH:32]=[CH:31][C:30]=1[C:39](=[O:41])[CH3:40])[C:22]1[CH:27]=[CH:26][CH:25]=[CH:24][CH:23]=1.[Cl-].[NH4+], predict the reaction product. The product is: [CH2:21]([O:28][C:29]1[C:34]([C:35]([CH3:36])([CH3:37])[CH3:38])=[CH:33][CH:32]=[CH:31][C:30]=1[C:39]([C:2]1[CH:3]=[C:4]([C:8]2[CH:13]=[CH:12][CH:11]=[CH:10][C:9]=2[O:14][CH3:15])[CH:5]=[CH:6][CH:7]=1)([OH:41])[CH3:40])[C:22]1[CH:23]=[CH:24][CH:25]=[CH:26][CH:27]=1. (2) Given the reactants S(=O)(=O)(O)O.[F:6][C:7]1[CH:13]=[CH:12][C:10]([NH2:11])=[CH:9][CH:8]=1.O[CH2:15][CH:16]([CH2:18]O)O, predict the reaction product. The product is: [F:6][C:7]1[CH:13]=[C:12]2[C:10](=[CH:9][CH:8]=1)[N:11]=[CH:18][CH:16]=[CH:15]2. (3) Given the reactants Br[C:2]1[S:3][N:4]=[C:5]2[CH:10]=[C:9]([Br:11])[CH:8]=[N:7][C:6]=12.[CH2:12]([NH2:20])[CH2:13][C:14]1[CH:19]=[CH:18][CH:17]=[CH:16][CH:15]=1, predict the reaction product. The product is: [Br:11][C:9]1[CH:8]=[N:7][C:6]2=[C:2]([NH:20][CH2:12][CH2:13][C:14]3[CH:19]=[CH:18][CH:17]=[CH:16][CH:15]=3)[S:3][N:4]=[C:5]2[CH:10]=1. (4) Given the reactants Cl.[Br:2][C:3]1[CH:4]=[CH:5][CH:6]=[C:7]2[C:12]=1[N:11]=[C:10]([C:13]1[N:17]3[CH:18]=[CH:19][C:20]([C:22]([OH:24])=O)=[CH:21][C:16]3=[N:15][CH:14]=1)[CH:9]=[CH:8]2.[Li+].[Cl-].[CH3:27][NH:28][CH3:29].C(N(C(C)C)C(C)C)C.CN(C(ON1N=NC2C=CC=NC1=2)=[N+](C)C)C.F[P-](F)(F)(F)(F)F.C(=O)(O)[O-].[Na+], predict the reaction product. The product is: [Br:2][C:3]1[CH:4]=[CH:5][CH:6]=[C:7]2[C:12]=1[N:11]=[C:10]([C:13]1[N:17]3[CH:18]=[CH:19][C:20]([C:22]([N:28]([CH3:29])[CH3:27])=[O:24])=[CH:21][C:16]3=[N:15][CH:14]=1)[CH:9]=[CH:8]2. (5) Given the reactants [F:1][C:2]1[CH:3]=[C:4]([CH2:8][C:9]([OH:11])=[O:10])[CH:5]=[CH:6][CH:7]=1.[N+:12]([O-])([O-:14])=[O:13].[NH4+].FC(F)(F)C(OC(=O)C(F)(F)F)=O.O, predict the reaction product. The product is: [F:1][C:2]1[CH:7]=[CH:6][C:5]([N+:12]([O-:14])=[O:13])=[C:4]([CH2:8][C:9]([OH:11])=[O:10])[CH:3]=1. (6) Given the reactants C(Cl)CCl.C1C=CC2N(O)N=NC=2C=1.[O:15]=[C:16]1[C:22]2[CH:23]=[CH:24][CH:25]=[CH:26][C:21]=2[NH:20][CH2:19][C@@H:18]2[CH2:27][CH2:28][C@H:29]([C:31]([OH:33])=[O:32])[CH2:30][N:17]12.[Cl:34][C:35]1[CH:36]=[C:37]([C:40](=[N:42]O)[NH2:41])[NH:38][CH:39]=1, predict the reaction product. The product is: [Cl:34][C:35]1[CH:36]=[C:37]([C:40](=[N:41][O:32][C:31]([C@@H:29]2[CH2:30][N:17]3[C@H:18]([CH2:19][NH:20][C:21]4[CH:26]=[CH:25][CH:24]=[CH:23][C:22]=4[C:16]3=[O:15])[CH2:27][CH2:28]2)=[O:33])[NH2:42])[NH:38][CH:39]=1.